Dataset: Full USPTO retrosynthesis dataset with 1.9M reactions from patents (1976-2016). Task: Predict the reactants needed to synthesize the given product. (1) Given the product [S:9]1[CH:8]=[C:7]([C:17](=[O:18])[CH2:16][C:10]2[CH:15]=[CH:14][CH:13]=[CH:12][CH:11]=2)[C:5]2[CH:6]=[CH:1][CH:2]=[CH:3][C:4]1=2, predict the reactants needed to synthesize it. The reactants are: [CH:1]1[CH:2]=[CH:3][C:4]2[S:9][CH:8]=[CH:7][C:5]=2[CH:6]=1.[C:10]1([CH2:16][C:17](Cl)=[O:18])[CH:15]=[CH:14][CH:13]=[CH:12][CH:11]=1.[Cl-].[Cl-].[Cl-].[Al+3].[C@H](O)(C([O-])=O)[C@@H](O)C([O-])=O.[Na+].[K+]. (2) Given the product [NH2:22][C:19]([C:16]1[CH:15]=[CH:14][C:13]([C:7]2[C:6]([C:23]3[CH:28]=[CH:27][CH:26]=[CH:25][CH:24]=3)=[CH:5][C:4]3[C:3](=[O:2])[NH:12][CH:11]=[CH:10][C:9]=3[N:8]=2)=[CH:18][CH:17]=1)([CH3:21])[CH3:20], predict the reactants needed to synthesize it. The reactants are: C[O:2][C:3]1[N:12]=[CH:11][CH:10]=[C:9]2[C:4]=1[CH:5]=[C:6]([C:23]1[CH:28]=[CH:27][CH:26]=[CH:25][CH:24]=1)[C:7]([C:13]1[CH:18]=[CH:17][C:16]([C:19]([NH2:22])([CH3:21])[CH3:20])=[CH:15][CH:14]=1)=[N:8]2.Cl.C(=O)(O)[O-]. (3) The reactants are: C=O.O.[O:4]1[C:8]2[CH:9]=[CH:10][C:11]([CH:13]([CH:16]3[CH2:21][CH2:20][NH:19][CH2:18][CH2:17]3)[C:14]#[N:15])=[CH:12][C:7]=2[O:6][CH2:5]1.[C:22](O[BH-](OC(=O)C)OC(=O)C)(=O)C.[Na+]. Given the product [O:4]1[C:8]2[CH:9]=[CH:10][C:11]([CH:13]([CH:16]3[CH2:17][CH2:18][N:19]([CH3:22])[CH2:20][CH2:21]3)[C:14]#[N:15])=[CH:12][C:7]=2[O:6][CH2:5]1, predict the reactants needed to synthesize it. (4) Given the product [CH2:23]([N:8]([CH2:7][C:6]1[CH:5]=[CH:4][C:3]([O:2][CH3:1])=[CH:22][CH:21]=1)[S:9]([C:12]1[CH:20]=[CH:19][C:15]([C:16]([O:18][CH2:7][C:6]2[CH:21]=[CH:22][CH:3]=[CH:4][CH:5]=2)=[O:17])=[CH:14][CH:13]=1)(=[O:11])=[O:10])[C:24]1[CH:29]=[CH:28][CH:27]=[CH:26][CH:25]=1, predict the reactants needed to synthesize it. The reactants are: [CH3:1][O:2][C:3]1[CH:22]=[CH:21][C:6]([CH2:7][NH:8][S:9]([C:12]2[CH:20]=[CH:19][C:15]([C:16]([OH:18])=[O:17])=[CH:14][CH:13]=2)(=[O:11])=[O:10])=[CH:5][CH:4]=1.[CH2:23](Br)[C:24]1[CH:29]=[CH:28][CH:27]=[CH:26][CH:25]=1.C(=O)([O-])[O-].[Cs+].[Cs+]. (5) Given the product [Cl:21][C:19]1[CH:20]=[C:15]([CH:16]=[C:17]([Cl:39])[C:18]=1[O:22][CH2:23][C:24]1[C:32]2[O:31][C:30]([C:33]3[CH:34]=[CH:35][CH:36]=[CH:37][CH:38]=3)=[N:29][C:28]=2[CH:27]=[CH:26][CH:25]=1)[CH2:14][C@@H:6]([C:5]([OH:40])=[O:4])[NH2:7], predict the reactants needed to synthesize it. The reactants are: [OH-].[Li+].C[O:4][C:5](=[O:40])[C@H:6]([CH2:14][C:15]1[CH:20]=[C:19]([Cl:21])[C:18]([O:22][CH2:23][C:24]2[C:32]3[O:31][C:30]([C:33]4[CH:38]=[CH:37][CH:36]=[CH:35][CH:34]=4)=[N:29][C:28]=3[CH:27]=[CH:26][CH:25]=2)=[C:17]([Cl:39])[CH:16]=1)[NH:7]C(=O)C(F)(F)F.Cl. (6) Given the product [C:23]([OH:30])(=[O:29])/[CH:24]=[CH:25]/[C:26]([OH:28])=[O:27].[NH2:22][CH2:17][C:13]1[C:12]([CH2:19][CH2:20][CH3:21])=[C:11]([CH:16]=[CH:15][CH:14]=1)[O:10][C:4]1[CH:3]=[C:2]([Cl:1])[CH:9]=[CH:8][C:5]=1[C:6]#[N:7].[NH2:22][CH2:17][C:13]1[C:12]([CH2:19][CH2:20][CH3:21])=[C:11]([CH:16]=[CH:15][CH:14]=1)[O:10][C:4]1[CH:3]=[C:2]([Cl:1])[CH:9]=[CH:8][C:5]=1[C:6]#[N:7], predict the reactants needed to synthesize it. The reactants are: [Cl:1][C:2]1[CH:9]=[CH:8][C:5]([C:6]#[N:7])=[C:4]([O:10][C:11]2[CH:16]=[CH:15][CH:14]=[C:13]([CH2:17]Cl)[C:12]=2[CH2:19][CH2:20][CH3:21])[CH:3]=1.[NH3:22].[C:23]([OH:30])(=[O:29])/[CH:24]=[CH:25]/[C:26]([OH:28])=[O:27]. (7) Given the product [OH:1][C:2]1[CH:7]=[CH:6][CH:5]=[CH:4][C:3]=1[C:8]1[N:12]=[C:11]([C:13]2[CH:18]=[CH:17][CH:16]=[CH:15][C:14]=2[OH:19])[N:10]([C:20]2[CH:21]=[CH:22][C:23]([C:24]([O:26][CH2:34][CH3:35])=[O:25])=[CH:27][CH:28]=2)[N:9]=1, predict the reactants needed to synthesize it. The reactants are: [OH:1][C:2]1[CH:7]=[CH:6][CH:5]=[CH:4][C:3]=1[C:8]1[N:12]=[C:11]([C:13]2[CH:18]=[CH:17][CH:16]=[CH:15][C:14]=2[OH:19])[N:10]([C:20]2[CH:28]=[CH:27][C:23]([C:24]([OH:26])=[O:25])=[CH:22][CH:21]=2)[N:9]=1.S(=O)(=O)(O)O.[CH2:34](O)[CH3:35]. (8) Given the product [F:1][C:2]([F:21])([F:20])[C:3]([F:19])([C:15]([F:18])([F:17])[F:16])[CH2:4][CH:5]([C:11]([F:14])([F:13])[F:12])[CH2:6][CH2:7][CH2:8][CH2:9][S:25][C:26]#[N:27], predict the reactants needed to synthesize it. The reactants are: [F:1][C:2]([F:21])([F:20])[C:3]([F:19])([C:15]([F:18])([F:17])[F:16])[CH2:4][CH:5]([C:11]([F:14])([F:13])[F:12])[CH2:6][CH2:7][CH2:8][CH2:9]I.C(O)C.[S-:25][C:26]#[N:27].[K+].